From a dataset of Reaction yield outcomes from USPTO patents with 853,638 reactions. Predict the reaction yield, written as a fraction of the theoretical maximum amount of product (1.0 means a 100% yield; for example, 0.34 means a 34% yield). (1) The reactants are [Br:1][C:2]1[CH:3]=[C:4](/[C:7](=[N:9]/[S:10]([C:12]([CH3:15])([CH3:14])[CH3:13])=[O:11])/[CH3:8])[S:5][CH:6]=1.C[Al](C)C.Br[Zn][CH2:22][C:23]([CH2:25][O:26][Si:27]([C:40]([CH3:43])([CH3:42])[CH3:41])([C:34]1[CH:39]=[CH:38][CH:37]=[CH:36][CH:35]=1)[C:28]1[CH:33]=[CH:32][CH:31]=[CH:30][CH:29]=1)=[CH2:24]. The catalyst is C1COCC1.CCOC(C)=O. The product is [Br:1][C:2]1[CH:3]=[C:4]([C:7]([NH:9][S:10]([C:12]([CH3:15])([CH3:14])[CH3:13])=[O:11])([CH2:24][C:23]([CH2:25][O:26][Si:27]([C:40]([CH3:43])([CH3:42])[CH3:41])([C:34]2[CH:39]=[CH:38][CH:37]=[CH:36][CH:35]=2)[C:28]2[CH:29]=[CH:30][CH:31]=[CH:32][CH:33]=2)=[CH2:22])[CH3:8])[S:5][CH:6]=1. The yield is 0.797. (2) The product is [F:16][C:17]1[CH:22]=[CH:21][C:20]([C:23]2[N:24]=[CH:25][N:26]=[C:27]([N:29]3[CH2:30][CH2:31][N:32]([C:8]([NH:7][C:3]4[CH:2]=[N:1][CH:6]=[CH:5][CH:4]=4)=[O:15])[CH2:33][CH2:34]3)[CH:28]=2)=[CH:19][CH:18]=1. The reactants are [N:1]1[CH:6]=[CH:5][CH:4]=[C:3]([NH:7][C:8](=[O:15])OCC(Cl)(Cl)Cl)[CH:2]=1.[F:16][C:17]1[CH:22]=[CH:21][C:20]([C:23]2[CH:28]=[C:27]([N:29]3[CH2:34][CH2:33][NH:32][CH2:31][CH2:30]3)[N:26]=[CH:25][N:24]=2)=[CH:19][CH:18]=1. The yield is 0.650. The catalyst is C(OCC)(=O)C.CCCCCC. (3) The reactants are BrC1C=C(NC2C=CC([N:17]3[CH2:22][CH2:21][N:20]([CH:23]4[CH2:26][O:25][CH2:24]4)[CH2:19][CH2:18]3)=CN=2)C(=O)N(C)C=1.[Br:27][C:28]1[CH:29]=[C:30]([NH:36][C:37]2[CH:45]=C3CNCCN3[N:38]=2)[C:31](=[O:35])[N:32]([CH3:34])[CH:33]=1.O1CC(=O)C1.C([BH3-])#N.[Na+]. The catalyst is CO.[Cl-].[Zn+2].[Cl-].C(Cl)Cl.C(OCC)C.CO. The product is [Br:27][C:28]1[CH:29]=[C:30]([NH:36][C:37]2[CH:45]=[C:22]3[CH2:21][N:20]([CH:23]4[CH2:24][O:25][CH2:26]4)[CH2:19][CH2:18][N:17]3[N:38]=2)[C:31](=[O:35])[N:32]([CH3:34])[CH:33]=1. The yield is 0.340.